This data is from Peptide-MHC class II binding affinity with 134,281 pairs from IEDB. The task is: Regression. Given a peptide amino acid sequence and an MHC pseudo amino acid sequence, predict their binding affinity value. This is MHC class II binding data. (1) The peptide sequence is LHRVVLLESIAQFGD. The MHC is DRB1_0802 with pseudo-sequence DRB1_0802. The binding affinity (normalized) is 0.234. (2) The peptide sequence is FTNFKVAYSKSLKEL. The MHC is DRB1_1302 with pseudo-sequence DRB1_1302. The binding affinity (normalized) is 0.414. (3) The peptide sequence is GSDEKNLALSIKYNK. The MHC is HLA-DQA10501-DQB10201 with pseudo-sequence HLA-DQA10501-DQB10201. The binding affinity (normalized) is 0.0579. (4) The peptide sequence is PSSGCYIHFFREPTD. The MHC is DRB3_0101 with pseudo-sequence DRB3_0101. The binding affinity (normalized) is 0.392. (5) The peptide sequence is KWHKHYLVCNYGPSG. The MHC is DRB3_0101 with pseudo-sequence DRB3_0101. The binding affinity (normalized) is 0.377. (6) The peptide sequence is WDDLRSLCLFSYHRLR. The MHC is DRB1_1101 with pseudo-sequence DRB1_1101. The binding affinity (normalized) is 0.251. (7) The peptide sequence is DPRQGLAVLRKVKRVHHHHHH. The MHC is DRB1_1301 with pseudo-sequence DRB1_1301. The binding affinity (normalized) is 0.872.